This data is from Reaction yield outcomes from USPTO patents with 853,638 reactions. The task is: Predict the reaction yield, written as a fraction of the theoretical maximum amount of product (1.0 means a 100% yield; for example, 0.34 means a 34% yield). (1) The reactants are [OH-].[Na+].[Cl:3][C:4]1[CH:9]=[C:8]([CH2:10][O:11][C:12]2[CH:21]=[C:20]3[C:15]([C:16]([NH:22][C:23]4[CH:28]=[C:27]([O:29]C(OC)=O)[C:26]([CH3:34])=[CH:25][C:24]=4[F:35])=[N:17][CH:18]=[N:19]3)=[CH:14][C:13]=2[O:36][CH3:37])[CH:7]=[C:6]([CH3:38])[N:5]=1. The catalyst is CO. The product is [ClH:3].[Cl:3][C:4]1[CH:9]=[C:8]([CH2:10][O:11][C:12]2[CH:21]=[C:20]3[C:15]([C:16]([NH:22][C:23]4[CH:28]=[C:27]([OH:29])[C:26]([CH3:34])=[CH:25][C:24]=4[F:35])=[N:17][CH:18]=[N:19]3)=[CH:14][C:13]=2[O:36][CH3:37])[CH:7]=[C:6]([CH3:38])[N:5]=1. The yield is 0.740. (2) The reactants are Cl.[NH2:2][CH:3]1[CH2:11][C:10]2[C:5](=[CH:6][CH:7]=[CH:8][CH:9]=2)[CH2:4]1.S=C1N([C:18]([O:20][CH2:21][C:22]2[CH:27]=[CH:26][C:25]([O:28][C:29](=[O:31])[CH3:30])=[C:24]([O:32][CH3:33])[CH:23]=2)=[O:19])CCS1.C(N(CC)CC)C. The catalyst is C1COCC1.C(Cl)Cl. The product is [C:29]([O:28][C:25]1[CH:26]=[CH:27][C:22]([CH2:21][O:20][C:18](=[O:19])[NH:2][CH:3]2[CH2:11][C:10]3[C:5](=[CH:6][CH:7]=[CH:8][CH:9]=3)[CH2:4]2)=[CH:23][C:24]=1[O:32][CH3:33])(=[O:31])[CH3:30]. The yield is 0.420.